Predict the product of the given reaction. From a dataset of Forward reaction prediction with 1.9M reactions from USPTO patents (1976-2016). (1) Given the reactants I[C:2]1[CH:3]=[CH:4][C:5]2[CH:18]3[CH2:19][CH:16]([CH2:17]3)[C:8]3[N:9]([CH3:15])[C:10]([C:12]([NH2:14])=[O:13])=[N:11][C:7]=3[C:6]=2[CH:20]=1.[N:21]1[CH:26]=[CH:25][CH:24]=[N:23][C:22]=1[C@:27]([OH:31])([C:29]#[CH:30])[CH3:28], predict the reaction product. The product is: [OH:31][C@:27]([C:22]1[N:21]=[CH:26][CH:25]=[CH:24][N:23]=1)([CH3:28])[C:29]#[C:30][C:2]1[CH:3]=[CH:4][C:5]2[CH:18]3[CH2:19][CH:16]([CH2:17]3)[C:8]3[N:9]([CH3:15])[C:10]([C:12]([NH2:14])=[O:13])=[N:11][C:7]=3[C:6]=2[CH:20]=1. (2) Given the reactants [Cl:1][C:2]1[CH:7]=[CH:6][C:5]([C:8]2[C:9]([C:21]3[CH:26]=[CH:25][C:24]([Cl:27])=[CH:23][C:22]=3[Cl:28])=[N:10][C:11]([O:16][CH2:17][C:18](=[O:20])[CH3:19])=[C:12]([CH:15]=2)[C:13]#[N:14])=[CH:4][CH:3]=1.[O-]CC.[Na+], predict the reaction product. The product is: [NH2:14][C:13]1[C:12]2[C:11](=[N:10][C:9]([C:21]3[CH:26]=[CH:25][C:24]([Cl:27])=[CH:23][C:22]=3[Cl:28])=[C:8]([C:5]3[CH:6]=[CH:7][C:2]([Cl:1])=[CH:3][CH:4]=3)[CH:15]=2)[O:16][C:17]=1[C:18](=[O:20])[CH3:19].